Dataset: Forward reaction prediction with 1.9M reactions from USPTO patents (1976-2016). Task: Predict the product of the given reaction. (1) Given the reactants [CH3:1][C:2]1[C:9]([CH3:10])=[C:8]([O:11][CH3:12])[CH:7]=[CH:6][C:3]=1[CH:4]=O.[C:13]([O:17][C:18]([N:20]1[CH2:25][CH2:24][NH:23][CH2:22][CH2:21]1)=[O:19])([CH3:16])([CH3:15])[CH3:14].N1C2C=CC=C[C:29]=2N=N1.C[Mg]Br, predict the reaction product. The product is: [C:13]([O:17][C:18]([N:20]1[CH2:25][CH2:24][N:23]([CH:4]([C:3]2[CH:6]=[CH:7][C:8]([O:11][CH3:12])=[C:9]([CH3:10])[C:2]=2[CH3:1])[CH3:29])[CH2:22][CH2:21]1)=[O:19])([CH3:16])([CH3:14])[CH3:15]. (2) Given the reactants C([O:8][C:9]1[C:18](Br)=[CH:17][C:12]([C:13]([O:15][CH3:16])=[O:14])=[C:11]([N:20]2[CH2:25][CH2:24][O:23][CH2:22][CH2:21]2)[CH:10]=1)C1C=CC=CC=1.[CH:26]1(B(O)O)[CH2:28][CH2:27]1.C1(P(C2CCCCC2)C2C=CC=CC=2C2C(OC)=CC=CC=2OC)CCCCC1.C(=O)([O-])[O-].[Na+].[Na+].[H][H], predict the reaction product. The product is: [CH:26]1([C:18]2[C:9]([OH:8])=[CH:10][C:11]([N:20]3[CH2:21][CH2:22][O:23][CH2:24][CH2:25]3)=[C:12]([CH:17]=2)[C:13]([O:15][CH3:16])=[O:14])[CH2:28][CH2:27]1.